From a dataset of Peptide-MHC class II binding affinity with 134,281 pairs from IEDB. Regression. Given a peptide amino acid sequence and an MHC pseudo amino acid sequence, predict their binding affinity value. This is MHC class II binding data. (1) The peptide sequence is SKLTNMVNSCTLLTI. The MHC is H-2-IAb with pseudo-sequence H-2-IAb. The binding affinity (normalized) is 0.265. (2) The peptide sequence is TVLKQLVKSGVLAMS. The MHC is DRB1_1201 with pseudo-sequence DRB1_1201. The binding affinity (normalized) is 0.411. (3) The peptide sequence is ARVTVKDVTFRNITG. The MHC is HLA-DPA10103-DPB10201 with pseudo-sequence HLA-DPA10103-DPB10201. The binding affinity (normalized) is 0.664.